This data is from Experimentally validated miRNA-target interactions with 360,000+ pairs, plus equal number of negative samples. The task is: Binary Classification. Given a miRNA mature sequence and a target amino acid sequence, predict their likelihood of interaction. (1) The miRNA is hsa-miR-6729-3p with sequence UCAUCCCCCUCGCCCUCUCAG. The protein sequence of the target gene is MVSPPGVLSSLLLLAAMAGGSSQQCSEGRTYSDAIISPNPETIRIMRVSQTFSVGDCTAACCDLLTCDLAWWFEGSCYLVKCMRSENCEPRTTGPIRSYLTFVRRPVQRPGQLLDYGDMMLSRGSPSGAWGDSLEDLRKDLPFLGKDGGPEETTEYSDEYKDLERGLLQPSNQQDPRGSAEYPDWSLLPSNEGGFNATATGDNSAASMEKLQDPTPHPLDQEQLQALNESTWSPTPGHSSISSVWPSSASPLPTEEGLEGEETLQLQEQPSNSSGKEVPMPSHNPSPASLESSPATTEKN.... Result: 0 (no interaction). (2) The miRNA is mmu-miR-10b-5p with sequence UACCCUGUAGAACCGAAUUUGUG. The protein sequence of the target gene is MIATGGVITGLAALKRQDSARSQQHINLSPLPATQDQKPVRRRPRADVVVVRGKIRLYSPSGFFLILGVLVSIIGIAMAVLGYWPQKEHFIDAETTLSTNETQVVRNQGGVVVRFFEQHLHSDKMKMLGPFTMGIGIFIFICANAILHENRDKETKIIHMRDIYSTVIDIHTLRLKEQKQANGLYAGLLGDTEVKQNGSPCASRLAATTLASFSGMRNSFRVDSSVEEDELMLTESKSLGHLMPPLLSDSAVSVFGLYPPPAKATDDKASSSKKCDTKSIVSSSISAFTLPVIKLNNCVI.... Result: 0 (no interaction). (3) The miRNA is hsa-miR-6799-5p with sequence GGGGAGGUGUGCAGGGCUGG. The protein sequence of the target gene is MAELEHLGGKRAESARMRRAEQLRRWRGSLTEQEPAERRGAGRQPLTRRGSPRVRFEDGAVFLAACSSGDTDEVRKLLARGADINTVNVDGLTALHQACIDENLDMVKFLVENRANVNQQDNEGWTPLHAAASCGYLNIAEYFINHGASVGIVNSEGEVPSDLAEEPAMKDLLLEQVKKQGVDLEQSRKEEEQQMLQDARQWLNSGKIEDVRQARSGATALHVAAAKGYSEVLRLLIQAGYELNVQDYDGWTPLHAAAHWGVKEACSILAEALCDMDIRNKLGQTPFDVADEGLVEHLEL.... Result: 1 (interaction). (4) The miRNA is hsa-miR-1204 with sequence UCGUGGCCUGGUCUCCAUUAU. The protein sequence of the target gene is MAAESALQVVEKLQARLAANPDPKKLLKYLKKLSILPITVDILVETGVGKTVNSFRKHEQVGNFARDLVAQWKKLVPVERNSEAEDQDFEKNNSRKRPRDALQREEELEGNYQESWKPSGSRSYSPEHRQKKHKKLSEPERPHKVAHSHEKRDERKRCHKVSPPYSSDPESSDYGHVQSPPPSSPHQMYTDLSRSPEEDQEPIISHQKPGKVHSNTFQDRLGVSHLGEQGKGAVSHHKQHRSSHKEKHPADAREDEKISAVSREKSHKASSKEESRRLLSGDSAKEKLPSSVVKKDKDRE.... Result: 0 (no interaction). (5) The miRNA is hsa-miR-515-5p with sequence UUCUCCAAAAGAAAGCACUUUCUG. The protein sequence of the target gene is MNGFSTEEDSREGPPAAPAAAPGYGQSCCLIADGERCVRPAGNASFSKRVQKSISQKKLKLDIDKSVRHLYICDFHKNFIQSVRNKRKRKASDDGGDSPEHDADIPEVDLFQLQVNTLRRYKRHYKLQTRPGFNKAQLAETVSRHFRNIPVNEKETLAYFIYMVKSNRSRLDQKSEGSKQLE. Result: 0 (no interaction). (6) The miRNA is hsa-miR-3168 with sequence GAGUUCUACAGUCAGAC. The protein sequence of the target gene is MANSPDAAFSSPALLRSGSVYEPLKSINLPRPDNETLWDKLDHYYRIVKSTMLMYQSPTTGLFPTKTCGGEEKSKVHESLYCAAGAWALALAYRRIDDDKGRTHELEHSAIKCMRGILYCYMRQADKVQQFKQDPRPTTCLHSVFSVHTGDELLSYEEYGHLQINAVSLFLLYLVEMISSGLQIIYNTDEVSFIQNLVFCVERVYRVPDFGVWERGSKYNNGSTELHSSSVGLAKAALEAINGFNLFGNQGCSWSVIFVDLDAHNRNRQTLCSLLPRESRSHNTDAALLPCISYPAFALD.... Result: 0 (no interaction). (7) The miRNA is hsa-miR-2682-3p with sequence CGCCUCUUCAGCGCUGUCUUCC. The protein sequence of the target gene is MRLFYRLLKQPVPKQIERYSRFSPSPLSIKQFLDFGRDNACEKTSYMFLRKELPVRLANTMREVNLLPDNLLNRPSVGLVQSWYMQSFLELLEYENKSPEDPRVLDNFLNVLINIRNRHNDVVPTMAQGVIEYKEKFGFDPFISSNIQYFLDRFYTNRISFRMLINQHTLLFGGDTNPAHPKHIGSIDPTCNVADVVKDAYETAKMLCEQYYLVAPELEVEEFNAKAPNKPIQVVYVPSHLFHMLFELFKNSMRATVELHEDKKEGYPAVKTLVTLGKEDLSIKISDLGGGVPLRKIDRL.... Result: 0 (no interaction).